This data is from NCI-60 drug combinations with 297,098 pairs across 59 cell lines. The task is: Regression. Given two drug SMILES strings and cell line genomic features, predict the synergy score measuring deviation from expected non-interaction effect. (1) Drug 1: CC12CCC3C(C1CCC2=O)CC(=C)C4=CC(=O)C=CC34C. Drug 2: CC1=C(C=C(C=C1)C(=O)NC2=CC(=CC(=C2)C(F)(F)F)N3C=C(N=C3)C)NC4=NC=CC(=N4)C5=CN=CC=C5. Cell line: NCI-H322M. Synergy scores: CSS=5.11, Synergy_ZIP=4.33, Synergy_Bliss=4.25, Synergy_Loewe=-0.173, Synergy_HSA=-0.327. (2) Drug 1: CC1=CC=C(C=C1)C2=CC(=NN2C3=CC=C(C=C3)S(=O)(=O)N)C(F)(F)F. Drug 2: C1=NC(=NC(=O)N1C2C(C(C(O2)CO)O)O)N. Cell line: NCI-H460. Synergy scores: CSS=64.5, Synergy_ZIP=1.34, Synergy_Bliss=1.88, Synergy_Loewe=-27.4, Synergy_HSA=-0.0478. (3) Cell line: HCC-2998. Synergy scores: CSS=12.6, Synergy_ZIP=-6.65, Synergy_Bliss=-8.22, Synergy_Loewe=-16.4, Synergy_HSA=-7.14. Drug 2: CC1=CC=C(C=C1)C2=CC(=NN2C3=CC=C(C=C3)S(=O)(=O)N)C(F)(F)F. Drug 1: CC1OCC2C(O1)C(C(C(O2)OC3C4COC(=O)C4C(C5=CC6=C(C=C35)OCO6)C7=CC(=C(C(=C7)OC)O)OC)O)O. (4) Drug 1: CN1CCC(CC1)COC2=C(C=C3C(=C2)N=CN=C3NC4=C(C=C(C=C4)Br)F)OC. Drug 2: CN(C)N=NC1=C(NC=N1)C(=O)N. Cell line: SF-268. Synergy scores: CSS=-7.48, Synergy_ZIP=4.25, Synergy_Bliss=2.54, Synergy_Loewe=-3.27, Synergy_HSA=-3.47. (5) Drug 1: C1=NC2=C(N=C(N=C2N1C3C(C(C(O3)CO)O)F)Cl)N. Drug 2: CCC1=C2CN3C(=CC4=C(C3=O)COC(=O)C4(CC)O)C2=NC5=C1C=C(C=C5)O. Cell line: PC-3. Synergy scores: CSS=12.4, Synergy_ZIP=-7.00, Synergy_Bliss=-5.04, Synergy_Loewe=-8.35, Synergy_HSA=-2.91. (6) Drug 1: C1=CC(=C2C(=C1NCCNCCO)C(=O)C3=C(C=CC(=C3C2=O)O)O)NCCNCCO. Drug 2: C1C(C(OC1N2C=NC(=NC2=O)N)CO)O. Cell line: BT-549. Synergy scores: CSS=48.8, Synergy_ZIP=4.01, Synergy_Bliss=5.32, Synergy_Loewe=8.46, Synergy_HSA=9.37. (7) Cell line: HCT116. Drug 2: CC1CCCC2(C(O2)CC(NC(=O)CC(C(C(=O)C(C1O)C)(C)C)O)C(=CC3=CSC(=N3)C)C)C. Synergy scores: CSS=59.3, Synergy_ZIP=-1.01, Synergy_Bliss=-0.797, Synergy_Loewe=-0.716, Synergy_HSA=1.21. Drug 1: C1CC(C1)(C(=O)O)C(=O)O.[NH2-].[NH2-].[Pt+2].